From a dataset of Full USPTO retrosynthesis dataset with 1.9M reactions from patents (1976-2016). Predict the reactants needed to synthesize the given product. The reactants are: [Cl:1][C:2]1[CH:7]=[CH:6][CH:5]=[C:4]([Cl:8])[C:3]=1[C:9]1[O:10][C:11]2[C:12](=[C:14]([C:18](O)=[O:19])[CH:15]=[CH:16][CH:17]=2)[N:13]=1.Cl.Cl.[NH2:23][CH:24]1[CH2:31][CH:30]2[N:32]([CH3:33])[CH:26]([CH2:27][CH2:28][CH2:29]2)[CH2:25]1.Cl.C(N=C=NCCCN(C)C)C.ON1C2C=CC=CC=2N=N1.C(N(CC)CC)C. Given the product [CH3:33][N:32]1[CH:26]2[CH2:27][CH2:28][CH2:29][CH:30]1[CH2:31][CH:24]([NH:23][C:18]([C:14]1[CH:15]=[CH:16][CH:17]=[C:11]3[O:10][C:9]([C:3]4[C:4]([Cl:8])=[CH:5][CH:6]=[CH:7][C:2]=4[Cl:1])=[N:13][C:12]=13)=[O:19])[CH2:25]2, predict the reactants needed to synthesize it.